This data is from Catalyst prediction with 721,799 reactions and 888 catalyst types from USPTO. The task is: Predict which catalyst facilitates the given reaction. (1) Reactant: [H-].[Na+].CO[C:5](=[O:8])[O:6][CH3:7].[CH3:9][O:10][C:11]1[CH:12]=[C:13]2[C:18](=[CH:19][CH:20]=1)[C:17](=[O:21])[CH2:16][CH2:15][CH2:14]2. Product: [CH3:9][O:10][C:11]1[CH:12]=[C:13]2[C:18](=[CH:19][CH:20]=1)[C:17](=[O:21])[CH:16]([C:5]([O:6][CH3:7])=[O:8])[CH2:15][CH2:14]2. The catalyst class is: 1. (2) Reactant: Cl[C:2]1[CH:3]=[CH:4][C:5]([N+:15]([O-:17])=[O:16])=[C:6]([N:8]2[CH2:13][CH2:12][CH:11]([CH3:14])[CH2:10][CH2:9]2)[CH:7]=1.[NH:18]1[CH2:23][CH2:22][NH:21][CH2:20][CH2:19]1. Product: [CH3:14][CH:11]1[CH2:12][CH2:13][N:8]([C:6]2[CH:7]=[C:2]([N:18]3[CH2:23][CH2:22][NH:21][CH2:20][CH2:19]3)[CH:3]=[CH:4][C:5]=2[N+:15]([O-:17])=[O:16])[CH2:9][CH2:10]1. The catalyst class is: 138.